From a dataset of Catalyst prediction with 721,799 reactions and 888 catalyst types from USPTO. Predict which catalyst facilitates the given reaction. (1) Reactant: [Br:1][C:2]1[CH:3]=[CH:4][C:5]([F:18])=[C:6]([C:8]([NH2:17])([CH3:16])[CH2:9][C:10]2[CH2:15][CH2:14][CH2:13][CH2:12][CH:11]=2)[CH:7]=1.[C:19]([N:27]=[C:28]=[S:29])(=[O:26])[C:20]1[CH:25]=[CH:24][CH:23]=[CH:22][CH:21]=1. Product: [Br:1][C:2]1[CH:3]=[CH:4][C:5]([F:18])=[C:6]([C:8]([NH:17][C:28]([NH:27][C:19](=[O:26])[C:20]2[CH:21]=[CH:22][CH:23]=[CH:24][CH:25]=2)=[S:29])([CH3:16])[CH2:9][C:10]2[CH2:15][CH2:14][CH2:13][CH2:12][CH:11]=2)[CH:7]=1. The catalyst class is: 1. (2) Reactant: [CH3:1][O:2][C:3]1[C:4]2[N:17]=[C:16]([NH:18]C(=O)C3C=CC=CC=3)[S:15][C:5]=2[C:6]([CH:9]2[CH2:14][CH2:13][O:12][CH2:11][CH2:10]2)=[N:7][CH:8]=1.[OH-].[Na+]. Product: [CH3:1][O:2][C:3]1[C:4]2[N:17]=[C:16]([NH2:18])[S:15][C:5]=2[C:6]([CH:9]2[CH2:10][CH2:11][O:12][CH2:13][CH2:14]2)=[N:7][CH:8]=1. The catalyst class is: 5.